From a dataset of Reaction yield outcomes from USPTO patents with 853,638 reactions. Predict the reaction yield, written as a fraction of the theoretical maximum amount of product (1.0 means a 100% yield; for example, 0.34 means a 34% yield). (1) The reactants are [CH3:1][C:2]1[O:6][C:5]([C:7]([O:9][CH3:10])=[O:8])=[CH:4][CH:3]=1.[Cl-].[Al+3].[Cl-].[Cl-].[Br:15]Br.O. The catalyst is C(Cl)(Cl)Cl. The product is [Br:15][C:3]1[CH:4]=[C:5]([C:7]([O:9][CH3:10])=[O:8])[O:6][C:2]=1[CH3:1]. The yield is 0.600. (2) The reactants are Cl.[CH3:2][O:3][C:4]1[CH:5]=[C:6]2[C:10](=[CH:11][C:12]=1[N+:13]([O-:15])=[O:14])[NH:9][CH2:8][CH2:7]2.CN(C(ON1N=NC2C=CC=NC1=2)=[N+](C)C)C.F[P-](F)(F)(F)(F)F.[OH:40][C:41]([CH3:46])([CH3:45])[C:42](O)=[O:43].CCN(C(C)C)C(C)C. The catalyst is CN(C=O)C. The product is [CH3:45][C:41]([OH:40])([CH3:46])[C:42]([N:9]1[C:10]2[C:6](=[CH:5][C:4]([O:3][CH3:2])=[C:12]([N+:13]([O-:15])=[O:14])[CH:11]=2)[CH2:7][CH2:8]1)=[O:43]. The yield is 0.690. (3) The reactants are [F:1][C:2]1[CH:7]=[CH:6][C:5]([C:8]2[CH:25]=[C:11]3[CH:12]=[C:13]([C:16]4[CH:17]=[C:18]([C:22](=[O:24])[CH3:23])[CH:19]=[CH:20][CH:21]=4)[CH:14]=[CH:15][N:10]3[N:9]=2)=[CH:4][CH:3]=1.[C:26]([Mg]Br)#[CH:27]. The catalyst is O1CCCC1. The product is [F:1][C:2]1[CH:3]=[CH:4][C:5]([C:8]2[CH:25]=[C:11]3[CH:12]=[C:13]([C:16]4[CH:17]=[C:18]([C:22]([OH:24])([C:26]#[CH:27])[CH3:23])[CH:19]=[CH:20][CH:21]=4)[CH:14]=[CH:15][N:10]3[N:9]=2)=[CH:6][CH:7]=1. The yield is 0.0600. (4) The reactants are [CH3:1][O:2][C:3](=[O:38])[NH:4][C@H:5]([C:9]([N:11]1[CH2:15][C@@H:14]([C:16]#[N:17])[CH2:13][C@H:12]1[C:18]1[NH:19][CH:20]=[C:21]([C:23]2[CH:28]=[CH:27][C:26](B3OC(C)(C)C(C)(C)O3)=[CH:25][CH:24]=2)[N:22]=1)=[O:10])[CH:6]([CH3:8])[CH3:7].[C:39]([O:43][C:44]([N:46]1[CH2:51][CH2:50][N:49]([C:52]2[CH:57]=[CH:56][C:55]([C:58](=[O:73])[NH:59][C:60]3[CH:65]=[C:64]([O:66][C:67]([F:70])([F:69])[F:68])[C:63](Br)=[CH:62][C:61]=3[Cl:72])=[CH:54][N:53]=2)[C@H:48]([CH3:74])[CH2:47]1)=[O:45])([CH3:42])([CH3:41])[CH3:40].C(=O)([O-])[O-].[K+].[K+].O. The catalyst is C1(C)C=CC=CC=1. The product is [C:39]([O:43][C:44]([N:46]1[CH2:51][CH2:50][N:49]([C:52]2[CH:57]=[CH:56][C:55]([C:58](=[O:73])[NH:59][C:60]3[C:61]([Cl:72])=[CH:62][C:63]([C:26]4[CH:27]=[CH:28][C:23]([C:21]5[N:22]=[C:18]([C@@H:12]6[CH2:13][C@H:14]([C:16]#[N:17])[CH2:15][N:11]6[C:9](=[O:10])[C@@H:5]([NH:4][C:3]([O:2][CH3:1])=[O:38])[CH:6]([CH3:7])[CH3:8])[NH:19][CH:20]=5)=[CH:24][CH:25]=4)=[C:64]([O:66][C:67]([F:70])([F:69])[F:68])[CH:65]=3)=[CH:54][N:53]=2)[C@H:48]([CH3:74])[CH2:47]1)=[O:45])([CH3:42])([CH3:40])[CH3:41]. The yield is 0.0600. (5) The reactants are [Si]([O:8][CH:9]1[CH2:14][CH2:13][C:12]([CH3:20])([C:15]([O:17][CH2:18][CH3:19])=[O:16])[CH2:11][CH2:10]1)(C(C)(C)C)(C)C.[F-].C([N+](CCCC)(CCCC)CCCC)CCC. The catalyst is C1COCC1. The product is [OH:8][CH:9]1[CH2:10][CH2:11][C:12]([CH3:20])([C:15]([O:17][CH2:18][CH3:19])=[O:16])[CH2:13][CH2:14]1. The yield is 0.970. (6) The reactants are [CH:1]1([NH2:6])[CH2:5][CH2:4][CH2:3][CH2:2]1.[Cl:7][CH2:8][CH2:9][N:10]=[C:11]=[O:12]. The catalyst is C1COCC1. The product is [Cl:7][CH2:8][CH2:9][NH:10][C:11]([NH:6][CH:1]1[CH2:5][CH2:4][CH2:3][CH2:2]1)=[O:12]. The yield is 1.00.